From a dataset of Full USPTO retrosynthesis dataset with 1.9M reactions from patents (1976-2016). Predict the reactants needed to synthesize the given product. Given the product [O:12]=[C:11]([CH3:17])[CH:9]([NH:8][C:6](=[O:7])[O:5][C:1]([CH3:2])([CH3:3])[CH3:4])[CH3:10], predict the reactants needed to synthesize it. The reactants are: [C:1]([O:5][C:6]([NH:8][C@H:9]([C:11](N(OC)C)=[O:12])[CH3:10])=[O:7])([CH3:4])([CH3:3])[CH3:2].[CH3:17][Mg+].[Br-].